Dataset: Forward reaction prediction with 1.9M reactions from USPTO patents (1976-2016). Task: Predict the product of the given reaction. (1) Given the reactants [CH:1]1[C:13]2[N:12]([C:14]3[CH:15]=[C:16]([NH:20][C:21]4[CH:26]=[CH:25][CH:24]=[C:23]([N:27]5[C:39]6[CH:38]=[CH:37][CH:36]=[CH:35][C:34]=6[C:33]6[C:28]5=[CH:29][CH:30]=[CH:31][CH:32]=6)[CH:22]=4)[CH:17]=[CH:18][CH:19]=3)[C:11]3[C:6](=[CH:7][CH:8]=[CH:9][CH:10]=3)[C:5]=2[CH:4]=[CH:3][CH:2]=1.I[C:41]1[CH:42]=[C:43]([N:47]2[C:59]3[CH:58]=[CH:57][CH:56]=[CH:55][C:54]=3[C:53]3[C:48]2=[CH:49][CH:50]=[CH:51][CH:52]=3)[CH:44]=[CH:45][CH:46]=1.CC(C)([O-])C.[Na+].C(P)(C)(C)C, predict the reaction product. The product is: [CH:10]1[C:11]2[N:12]([C:14]3[CH:15]=[C:16]([N:20]([C:45]4[CH:46]=[CH:41][CH:42]=[C:43]([N:47]5[C:48]6[CH:49]=[CH:50][CH:51]=[CH:52][C:53]=6[C:54]6[C:59]5=[CH:58][CH:57]=[CH:56][CH:55]=6)[CH:44]=4)[C:21]4[CH:26]=[CH:25][CH:24]=[C:23]([N:27]5[C:39]6[CH:38]=[CH:37][CH:36]=[CH:35][C:34]=6[C:33]6[C:28]5=[CH:29][CH:30]=[CH:31][CH:32]=6)[CH:22]=4)[CH:17]=[CH:18][CH:19]=3)[C:13]3[C:5](=[CH:4][CH:3]=[CH:2][CH:1]=3)[C:6]=2[CH:7]=[CH:8][CH:9]=1. (2) Given the reactants C(N(CC)CCNC(C1C=CC2[C:11](=[CH:12][CH:13]=[C:14]([Sn:19](CCCC)([CH2:24][CH2:25][CH2:26][CH3:27])[CH2:20][CH2:21][CH2:22][CH3:23])C=2)N=1)=O)C.[CH2:34]([N:36]([CH2:71][CH3:72])[CH2:37][CH2:38][NH:39][C:40]([C:42]1[C:55]2[C:46](=[C:47]([NH:57][C:58]3[CH:63]=[CH:62][C:61]([NH:64][S:65]([CH3:68])(=[O:67])=[O:66])=[CH:60][C:59]=3[O:69][CH3:70])[C:48]3[C:53]([N:54]=2)=[CH:52][CH:51]=[C:50](I)[CH:49]=3)[CH:45]=[CH:44][CH:43]=1)=[O:41])[CH3:35].Cl.Cl.C(N(CC)CCNC(C1C2C(=C(NC3C=CC(NS(C)(=O)=O)=CC=3OC)C3C(N=2)=CC=C(I)C=3)C=CC=1)=O)C.C(=O)([O-])[O-].[Na+].[Na+], predict the reaction product. The product is: [CH2:34]([N:36]([CH2:71][CH3:72])[CH2:37][CH2:38][NH:39][C:40]([C:42]1[C:55]2[C:46](=[C:47]([NH:57][C:58]3[CH:63]=[CH:62][C:61]([NH:64][S:65]([CH3:68])(=[O:67])=[O:66])=[CH:60][C:59]=3[O:69][CH3:70])[C:48]3[C:53]([N:54]=2)=[CH:52][CH:51]=[C:50]([Sn:19]([CH2:20][CH2:21][CH2:22][CH3:23])([CH2:24][CH2:25][CH2:26][CH3:27])[CH2:14][CH2:13][CH2:12][CH3:11])[CH:49]=3)[CH:45]=[CH:44][CH:43]=1)=[O:41])[CH3:35]. (3) The product is: [CH2:1]([C:4]1[CH:9]=[CH:8][C:7]([CH:10]2[CH2:11][CH2:12][CH:13]([CH:16]3[CH2:25][CH2:24][C:19](=[O:20])[CH2:18][CH2:17]3)[CH2:14][CH2:15]2)=[CH:6][CH:5]=1)[CH2:2][CH3:3]. Given the reactants [CH2:1]([C:4]1[CH:9]=[CH:8][C:7]([CH:10]2[CH2:15][CH2:14][CH:13]([CH:16]3[CH2:25][CH2:24][C:19]4(OCC[O:20]4)[CH2:18][CH2:17]3)[CH2:12][CH2:11]2)=[CH:6][CH:5]=1)[CH2:2][CH3:3].C(O)=O.O, predict the reaction product. (4) The product is: [F:1][C:2]1[CH:22]=[C:21]([F:23])[CH:20]=[CH:19][C:3]=1[C:4]1[C:13]2[CH:14]=[CH:15][CH:16]=[CH:17][C:12]=2[C:11]2[NH:10][N:9]=[C:8]([CH3:18])[C:7]=2[N:6]=1. Given the reactants [F:1][C:2]1[CH:22]=[C:21]([F:23])[CH:20]=[CH:19][C:3]=1[C:4]([NH:6][C:7]1[C:8]([CH3:18])=[N:9][NH:10][C:11]=1[C:12]1[CH:17]=[CH:16][CH:15]=[CH:14][CH:13]=1)=O.Cl[Sn](Cl)(Cl)Cl, predict the reaction product. (5) Given the reactants [C:1](=[O:4])([O-])[O-:2].[K+].[K+].[CH2:7](Br)[CH2:8][CH2:9][CH2:10][CH2:11][CH2:12][CH2:13]C.O, predict the reaction product. The product is: [CH3:7][CH2:8][CH2:9][CH2:10][CH2:11][CH2:12][CH2:13][C:1]([OH:2])=[O:4]. (6) Given the reactants [Cl:1][C:2]1[C:3]([CH:31]=O)=[C:4]([C:27]([F:30])([F:29])[F:28])[CH:5]=[C:6]2[C:11]=1[NH:10][C:9](=[O:12])[N:8]([CH2:13][C:14]1[CH:19]=[C:18]([Cl:20])[CH:17]=[CH:16][C:15]=1[S:21]([CH2:24][CH3:25])(=[O:23])=[O:22])[C:7]2=[O:26].[C:33]([O:37][C:38](=[O:45])[NH:39][C@H:40]1[CH2:44][CH2:43][NH:42][CH2:41]1)([CH3:36])([CH3:35])[CH3:34], predict the reaction product. The product is: [C:33]([O:37][C:38](=[O:45])[NH:39][C@H:40]1[CH2:44][CH2:43][N:42]([CH2:31][C:3]2[C:2]([Cl:1])=[C:11]3[C:6]([C:7](=[O:26])[N:8]([CH2:13][C:14]4[CH:19]=[C:18]([Cl:20])[CH:17]=[CH:16][C:15]=4[S:21]([CH2:24][CH3:25])(=[O:22])=[O:23])[C:9](=[O:12])[NH:10]3)=[CH:5][C:4]=2[C:27]([F:29])([F:30])[F:28])[CH2:41]1)([CH3:36])([CH3:34])[CH3:35]. (7) Given the reactants C[O:2][C:3]([C:5]1[CH:10]=[CH:9][C:8]([C:11]2[CH:16]=[C:15]([NH:17][C:18]([C:20]3[CH:24]=[CH:23][O:22][CH:21]=3)=[O:19])[CH:14]=[CH:13][C:12]=2[CH3:25])=[CH:7][CH:6]=1)=[O:4].[O:22]1[CH:23]=[CH:24][C:20]([C:18]([NH:17][C:15]2[CH:14]=[CH:13][C:12]([CH3:25])=[C:11]([C:8]3[CH:7]=[CH:6][C:5]([C:3]([OH:2])=[O:4])=[CH:10][CH:9]=3)[CH:16]=2)=[O:19])=[CH:21]1.O.[OH-].[Li+], predict the reaction product. The product is: [O:22]1[CH:23]=[CH:24][C:20]([C:18]([NH:17][C:15]2[CH:14]=[CH:13][C:12]([CH3:25])=[C:11]([C:8]3[CH:9]=[CH:10][C:5]([C:3]([OH:4])=[O:2])=[CH:6][CH:7]=3)[CH:16]=2)=[O:19])=[CH:21]1. (8) The product is: [CH:1]1([C:4]([N:6]2[CH2:10][CH2:9][C@@H:8]([CH2:11][N:12]3[C:13]4[CH:18]=[C:17]([O:19][CH3:20])[CH:16]=[CH:15][C:14]=4[N:21]=[C:33]3[C:32]3[CH:31]=[CH:30][C:29]([C:25]4[CH:26]=[CH:27][CH:28]=[C:23]([OH:22])[CH:24]=4)=[CH:36][CH:35]=3)[CH2:7]2)=[O:5])[CH2:3][CH2:2]1. Given the reactants [CH:1]1([C:4]([N:6]2[CH2:10][CH2:9][C@@H:8]([CH2:11][NH:12][C:13]3[C:14]([NH2:21])=[CH:15][CH:16]=[C:17]([O:19][CH3:20])[CH:18]=3)[CH2:7]2)=[O:5])[CH2:3][CH2:2]1.[OH:22][C:23]1[CH:24]=[C:25]([C:29]2[CH:36]=[CH:35][C:32]([CH:33]=O)=[CH:31][CH:30]=2)[CH:26]=[CH:27][CH:28]=1.OOS([O-])=O.[K+], predict the reaction product. (9) Given the reactants [Cl:1][C:2]1[C:3](S(C)=O)=[N:4][C:5]([NH:8][C@@H:9]2[CH2:14][CH2:13][CH2:12][C@H:11]([C:15]([NH2:17])=[O:16])[CH2:10]2)=[N:6][CH:7]=1.CC1C=CC(S(O)(=O)=O)=CC=1.O1CCOCC1.[NH2:38][C:39]1[CH:44]=[CH:43][CH:42]=[CH:41][C:40]=1[NH:45][C:46](=[O:49])[CH:47]=[CH2:48], predict the reaction product. The product is: [C:46]([NH:45][C:40]1[CH:41]=[CH:42][CH:43]=[CH:44][C:39]=1[NH:38][C:3]1[C:2]([Cl:1])=[CH:7][N:6]=[C:5]([NH:8][C@@H:9]2[CH2:14][CH2:13][CH2:12][C@H:11]([C:15]([NH2:17])=[O:16])[CH2:10]2)[N:4]=1)(=[O:49])[CH:47]=[CH2:48]. (10) Given the reactants [OH:1][NH2:2].[C:3]1(=[O:10])[O:9][C:7](=[O:8])[CH2:6][CH2:5][CH2:4]1, predict the reaction product. The product is: [C:3]([OH:9])(=[O:10])[CH2:4][CH2:5][CH2:6][C:7]([OH:1])=[O:8].[NH2:2][OH:1].